Dataset: Catalyst prediction with 721,799 reactions and 888 catalyst types from USPTO. Task: Predict which catalyst facilitates the given reaction. Reactant: [CH:1](NC(C)C)(C)C.C([Li])CCC.[Li+].CC([N-]C(C)C)C.[Cl:21][C:22]1[CH:29]=[C:28]([F:30])[CH:27]=[CH:26][C:23]=1[C:24]#[N:25].IC.[Cl-].[NH4+]. The catalyst class is: 20. Product: [Cl:21][C:22]1[C:29]([CH3:1])=[C:28]([F:30])[CH:27]=[CH:26][C:23]=1[C:24]#[N:25].